This data is from hERG potassium channel inhibition data for cardiac toxicity prediction from Karim et al.. The task is: Regression/Classification. Given a drug SMILES string, predict its toxicity properties. Task type varies by dataset: regression for continuous values (e.g., LD50, hERG inhibition percentage) or binary classification for toxic/non-toxic outcomes (e.g., AMES mutagenicity, cardiotoxicity, hepatotoxicity). Dataset: herg_karim. (1) The result is 1 (blocker). The molecule is COc1ccc([C@](C#N)(CCCN(C)CCc2ccc(OC)c(OC)c2)C(C)C)cc1. (2) The compound is O=C(c1ccc(OC2CC(N3CCCCC3)C2)cc1)N1CCC(O)CC1. The result is 0 (non-blocker). (3) The compound is O=S(=O)(NCCCCN1CCN(c2noc3ccccc23)CC1)c1ccc2ccccc2c1. The result is 0 (non-blocker). (4) The molecule is CN=S(C)(=O)c1ccc(Nc2ncc(C(F)(F)F)c(N[C@@H]3CCC[C@H]3N(C)C)n2)cc1. The result is 0 (non-blocker). (5) The drug is CCNCc1cc(Nc2ccnc3cc(Cl)ccc23)ccc1O. The result is 1 (blocker).